From a dataset of HIV replication inhibition screening data with 41,000+ compounds from the AIDS Antiviral Screen. Binary Classification. Given a drug SMILES string, predict its activity (active/inactive) in a high-throughput screening assay against a specified biological target. The molecule is O=C(CC1Sc2ccccc2NC1=O)Nc1ccc(Cl)cc1. The result is 0 (inactive).